This data is from Reaction yield outcomes from USPTO patents with 853,638 reactions. The task is: Predict the reaction yield, written as a fraction of the theoretical maximum amount of product (1.0 means a 100% yield; for example, 0.34 means a 34% yield). (1) The reactants are Cl.[O:2]=[C:3]1[NH:9][C:8]2[CH:10]=[C:11]([C:14]([O:16][CH3:17])=[O:15])[CH:12]=[CH:13][C:7]=2[CH2:6][NH:5][CH2:4]1.C([O-])([O-])=O.[K+].[K+].Br[CH2:25][CH2:26][C:27]1[CH:32]=[CH:31][C:30]([O:33][CH3:34])=[CH:29][CH:28]=1. The catalyst is CO. The product is [CH3:34][O:33][C:30]1[CH:31]=[CH:32][C:27]([CH2:26][CH2:25][N:5]2[CH2:6][C:7]3[CH:13]=[CH:12][C:11]([C:14]([O:16][CH3:17])=[O:15])=[CH:10][C:8]=3[NH:9][C:3](=[O:2])[CH2:4]2)=[CH:28][CH:29]=1. The yield is 0.260. (2) The reactants are [CH3:1][O:2][C:3]1[CH:15]=[C:14]([O:16][CH3:17])[CH:13]=[CH:12][C:4]=1[CH2:5][NH:6][C:7]1[S:8][CH:9]=[N:10][N:11]=1.C[Si](C)(C)[N-][Si](C)(C)C.[Li+].[Cl:28][C:29]1[C:30]([F:40])=[CH:31][C:32]([F:39])=[C:33]([S:35](Cl)(=[O:37])=[O:36])[CH:34]=1.[Cl-].[NH4+]. The catalyst is O1CCCC1. The product is [Cl:28][C:29]1[C:30]([F:40])=[CH:31][C:32]([F:39])=[C:33]([S:35]([N:6]([CH2:5][C:4]2[CH:12]=[CH:13][C:14]([O:16][CH3:17])=[CH:15][C:3]=2[O:2][CH3:1])[C:7]2[S:8][CH:9]=[N:10][N:11]=2)(=[O:37])=[O:36])[CH:34]=1. The yield is 0.730.